From a dataset of Catalyst prediction with 721,799 reactions and 888 catalyst types from USPTO. Predict which catalyst facilitates the given reaction. (1) Reactant: [NH:1]1[CH2:6][CH:5]=[C:4]([C:7]2[C:16]3[C:11](=[CH:12][CH:13]=[CH:14][CH:15]=3)[C:10](=[O:17])[NH:9][CH:8]=2)[CH2:3][CH2:2]1.C(=O)([O-])[O-].[K+].[K+].[CH:24](I)([CH3:26])[CH3:25]. Product: [CH:24]([N:1]1[CH2:2][CH:3]=[C:4]([C:7]2[C:16]3[C:11](=[CH:12][CH:13]=[CH:14][CH:15]=3)[C:10](=[O:17])[NH:9][CH:8]=2)[CH2:5][CH2:6]1)([CH3:26])[CH3:25]. The catalyst class is: 47. (2) Reactant: [F:1][C:2]([F:12])([C:8]([F:11])([F:10])[F:9])[C:3](=O)[CH2:4][C:5]#[N:6].Cl.[C:14]1([NH:20][NH2:21])[CH:19]=[CH:18][CH:17]=[CH:16][CH:15]=1. Product: [F:1][C:2]([F:12])([C:3]1[CH:4]=[C:5]([NH2:6])[N:20]([C:14]2[CH:19]=[CH:18][CH:17]=[CH:16][CH:15]=2)[N:21]=1)[C:8]([F:9])([F:11])[F:10]. The catalyst class is: 8. (3) Reactant: Cl[C:2]1[N:3]=[N:4][C:5]([C:22]2[CH:27]=[C:26]([CH3:28])[CH:25]=[C:24]([CH3:29])[CH:23]=2)=[CH:6][C:7]=1[C:8]([NH:10][CH2:11][C:12]1[CH:17]=[CH:16][C:15]([O:18][CH3:19])=[C:14]([O:20][CH3:21])[CH:13]=1)=[O:9].[NH:30]1[CH2:34][CH2:33][CH2:32][CH2:31]1. Product: [CH3:21][O:20][C:14]1[CH:13]=[C:12]([CH:17]=[CH:16][C:15]=1[O:18][CH3:19])[CH2:11][NH:10][C:8]([C:7]1[CH:6]=[C:5]([C:22]2[CH:27]=[C:26]([CH3:28])[CH:25]=[C:24]([CH3:29])[CH:23]=2)[N:4]=[N:3][C:2]=1[N:30]1[CH2:34][CH2:33][CH2:32][CH2:31]1)=[O:9]. The catalyst class is: 12. (4) Reactant: [C:1]([O:5][C:6]([N:8]1[CH2:13][CH2:12][CH:11]([C:14](=O)[C:15]2[CH:20]=[CH:19][CH:18]=[C:17]([O:21][CH3:22])[C:16]=2[F:23])[CH2:10][CH2:9]1)=[O:7])([CH3:4])([CH3:3])[CH3:2].Cl.[NH2:26][OH:27].N1C=CC=CC=1. Product: [C:1]([O:5][C:6]([N:8]1[CH2:13][CH2:12][CH:11]([C:14]([C:15]2[CH:20]=[CH:19][CH:18]=[C:17]([O:21][CH3:22])[C:16]=2[F:23])=[N:26][OH:27])[CH2:10][CH2:9]1)=[O:7])([CH3:4])([CH3:3])[CH3:2]. The catalyst class is: 6. (5) Reactant: [N:8]1(C([N:8]2[CH:12]=[CH:11][N:10]=[CH:9]2)=O)[CH:12]=[CH:11][N:10]=[CH:9]1.I[C:14]1[CH:15]=[C:16]([NH2:21])[C:17](N)=[CH:18][CH:19]=1.[F-].[Cs+].[CH:24]1([NH2:31])[CH2:29][CH2:28]CC[CH:25]1N.[CH:32]([O:39][CH2:40][CH3:41])([O:36]CC)OCC. Product: [NH:10]1[C:11]2[CH:28]=[CH:29][C:24]([N:31]3[CH:41]([C:19]4[CH:14]=[CH:15][C:16]([N:21]5[CH2:18][CH2:19][CH2:14][CH2:15]5)=[CH:17][CH:18]=4)[CH2:40][O:39][C:32]3=[O:36])=[CH:25][C:12]=2[N:8]=[CH:9]1. The catalyst class is: 205.